From a dataset of KCNQ2 potassium channel screen with 302,405 compounds. Binary Classification. Given a drug SMILES string, predict its activity (active/inactive) in a high-throughput screening assay against a specified biological target. (1) The molecule is Brc1cc(c(OCCOCCN2CCCC2)cc1)C. The result is 0 (inactive). (2) The compound is s1c(C(=O)NNC(=O)c2cc3c(cc2)cccc3)ccc1. The result is 0 (inactive). (3) The drug is S(=O)(=O)(N1CCN(CC1)C(=O)NCc1ccc(cc1)C(O)=O)c1ccc(cc1)C. The result is 0 (inactive).